This data is from Reaction yield outcomes from USPTO patents with 853,638 reactions. The task is: Predict the reaction yield, written as a fraction of the theoretical maximum amount of product (1.0 means a 100% yield; for example, 0.34 means a 34% yield). (1) The reactants are [CH3:1][C:2]1([CH3:10])[CH2:7][O:6][CH:5]([CH2:8][OH:9])[O:4][CH2:3]1.[H-].[Na+].Cl[C:14]1[CH:19]=[CH:18][N+:17]([O-:20])=[C:16]([CH3:21])[C:15]=1[CH3:22]. The catalyst is CS(C)=O. The product is [CH3:1][C:2]1([CH3:10])[CH2:7][O:6][CH:5]([CH2:8][O:9][C:14]2[CH:19]=[CH:18][N+:17]([O-:20])=[C:16]([CH3:21])[C:15]=2[CH3:22])[O:4][CH2:3]1. The yield is 0.846. (2) The product is [Br:12][C:13]1[CH:14]=[C:15]([C@H:19]([NH:24][C@@H:25]([CH2:29][CH:30]([CH3:32])[CH3:31])[C:26]([N:5]2[CH2:6][C@H:2]([F:1])[C@H:3]3[O:9][CH2:8][C@H:7]([OH:10])[C@@H:4]23)=[O:27])[C:20]([F:23])([F:22])[F:21])[CH:16]=[CH:17][CH:18]=1. The catalyst is CN(C=O)C. The yield is 0.550. The reactants are [F:1][C@H:2]1[CH2:6][NH2+:5][C@@H:4]2[C@@H:7]([OH:10])[CH2:8][O:9][C@H:3]12.[Cl-].[Br:12][C:13]1[CH:14]=[C:15]([C@H:19]([NH:24][C@@H:25]([CH2:29][CH:30]([CH3:32])[CH3:31])[C:26](O)=[O:27])[C:20]([F:23])([F:22])[F:21])[CH:16]=[CH:17][CH:18]=1.CN(C(ON1N=NC2C=CC=NC1=2)=[N+](C)C)C.F[P-](F)(F)(F)(F)F.C(N(C(C)C)CC)(C)C. (3) The reactants are [O:1]1[CH:5]=[CH:4][N:3]=[CH:2]1.[C:6]([O:10][C:11]([N:13]1[CH2:17][CH2:16][CH2:15][C@@H:14]1[CH2:18][O:19][C:20]1[CH:25]=[CH:24][C:23]([CH2:26][C:27]2[CH:32]=[CH:31][C:30](I)=[CH:29][CH:28]=2)=[CH:22][CH:21]=1)=[O:12])([CH3:9])([CH3:8])[CH3:7]. No catalyst specified. The product is [C:6]([O:10][C:11]([N:13]1[CH2:17][CH2:16][CH2:15][C@@H:14]1[CH2:18][O:19][C:20]1[CH:21]=[CH:22][C:23]([CH2:26][C:27]2[CH:28]=[CH:29][C:30]([C:2]3[O:1][CH:5]=[CH:4][N:3]=3)=[CH:31][CH:32]=2)=[CH:24][CH:25]=1)=[O:12])([CH3:9])([CH3:7])[CH3:8]. The yield is 0.230. (4) The reactants are [O:1]1[C:5]2[CH:6]=[CH:7][C:8]([C:10]3[S:11][CH:12]=[C:13]([CH2:15][OH:16])[N:14]=3)=[CH:9][C:4]=2[O:3][CH2:2]1.[H-].[Na+].CS(O[CH2:24][C:25]1[CH:30]=[CH:29][CH:28]=[CH:27][N:26]=1)(=O)=O.C(=O)(O)[O-].[Na+]. The catalyst is CN(C)C=O.O1CCCC1.C(OCC)(=O)C.CCCCCC. The product is [O:1]1[C:5]2[CH:6]=[CH:7][C:8]([C:10]3[S:11][CH:12]=[C:13]([CH2:15][O:16][CH2:24][C:25]4[CH:30]=[CH:29][CH:28]=[CH:27][N:26]=4)[N:14]=3)=[CH:9][C:4]=2[O:3][CH2:2]1. The yield is 0.650. (5) The reactants are [F:1][CH:2]([CH2:13][N:14]1[CH:18]=[C:17]([C:19](=[O:32])[NH:20][CH2:21][C:22]2[CH:27]=[C:26]([C:28]([F:31])([F:30])[F:29])[CH:25]=[CH:24][N:23]=2)[N:16]=[N:15]1)[CH2:3][CH2:4][N:5]1[CH:9]=[C:8](C(O)=O)[N:7]=[N:6]1.Cl.CN.CN(C(ON1N=NC2C=CC=NC1=2)=[N+](C)C)C.F[P-](F)(F)(F)(F)F.CCN(C(C)C)C(C)C.C[N:70]([CH:72]=[O:73])[CH3:71]. No catalyst specified. The product is [F:1][CH:2]([CH2:13][N:14]1[CH:18]=[C:17]([C:19](=[O:32])[NH:20][CH2:21][C:22]2[CH:27]=[C:26]([C:28]([F:31])([F:30])[F:29])[CH:25]=[CH:24][N:23]=2)[N:16]=[N:15]1)[CH2:3][CH2:4][N:5]1[CH:9]=[C:8]([C:72]([NH:70][CH3:71])=[O:73])[N:7]=[N:6]1. The yield is 0.600.